Dataset: Reaction yield outcomes from USPTO patents with 853,638 reactions. Task: Predict the reaction yield, written as a fraction of the theoretical maximum amount of product (1.0 means a 100% yield; for example, 0.34 means a 34% yield). (1) The product is [C:22]([C:21]1[CH:25]=[CH:26][C:18]([C:2]#[C:1][C:3]2[CH:4]=[CH:5][C:6]([O:12][C:13]([F:14])([F:15])[F:16])=[C:7]([CH:11]=2)[C:8]([OH:10])=[O:9])=[C:19]([CH3:27])[CH:20]=1)(=[O:23])[NH2:24]. The yield is 0.300. The catalyst is C1COCC1.C(O)C.Cl[Pd](Cl)([P](C1C=CC=CC=1)(C1C=CC=CC=1)C1C=CC=CC=1)[P](C1C=CC=CC=1)(C1C=CC=CC=1)C1C=CC=CC=1. The reactants are [C:1]([C:3]1[CH:4]=[CH:5][C:6]([O:12][C:13]([F:16])([F:15])[F:14])=[C:7]([CH:11]=1)[C:8]([OH:10])=[O:9])#[CH:2].Br[C:18]1[CH:26]=[CH:25][C:21]([C:22]([NH2:24])=[O:23])=[CH:20][C:19]=1[CH3:27].CCCC[N+](CCCC)(CCCC)CCCC.[F-]. (2) The reactants are CO[C:3]1[CH2:4][CH2:5][CH:6]([C:8]([O:10][CH3:11])=[O:9])[N:7]=1.[N-:12]=[N+:13]=[N-:14].[Na+].C(=O)([O-])[O-].[K+].[K+]. The catalyst is C(O)(=O)C.C(OCC)C. The product is [N:12]1[N:13]=[N:14][N:7]2[CH:6]([C:8]([O:10][CH3:11])=[O:9])[CH2:5][CH2:4][C:3]=12. The yield is 0.310. (3) The reactants are [F:1][C:2]1[CH:3]=[C:4]2[C:8](=[CH:9][CH:10]=1)[NH:7][CH:6]=[CH:5]2.C([Li])CCC.[C:24](O[C:24]([O:26][C:27]([CH3:30])([CH3:29])[CH3:28])=[O:25])([O:26][C:27]([CH3:30])([CH3:29])[CH3:28])=[O:25].CC1(C)CCCC(C)(C)N1.C(O[B:45]1[O:49][C:48]([CH3:51])([CH3:50])[C:47]([CH3:53])([CH3:52])[O:46]1)(C)C.[Li]N1C(C)(C)CCCC1(C)C.C(O)(=O)CC(CC(O)=O)(C(O)=O)O. The catalyst is C1COCC1.[Cl-].[Na+].O. The product is [F:1][C:2]1[CH:3]=[C:4]2[C:8](=[CH:9][CH:10]=1)[N:7]([C:24]([O:26][C:27]([CH3:28])([CH3:29])[CH3:30])=[O:25])[C:6]([B:45]1[O:49][C:48]([CH3:51])([CH3:50])[C:47]([CH3:53])([CH3:52])[O:46]1)=[CH:5]2. The yield is 0.471. (4) The reactants are [CH3:1][O:2][CH2:3][O:4][C@H:5]1[CH2:22][CH2:21][C@:20]2([CH3:23])[C@H:7]([CH2:8][CH2:9][C@H:10]3[C@H:19]2[CH2:18][CH2:17][C@:15]2([CH3:16])[C@@H:11]3[CH2:12][C@@H:13]([OH:24])[CH2:14]2)[CH2:6]1.[CH3:25]I. The catalyst is C1COCC1. The product is [CH3:25][O:24][C@@H:13]1[CH2:12][C@@H:11]2[C@@H:10]3[C@@H:19]([CH2:18][CH2:17][C@@:15]2([CH3:16])[CH2:14]1)[C@@:20]1([CH3:23])[C@@H:7]([CH2:6][C@@H:5]([O:4][CH2:3][O:2][CH3:1])[CH2:22][CH2:21]1)[CH2:8][CH2:9]3. The yield is 0.770. (5) The reactants are Br[C:2]1[N:7]=[CH:6][C:5]2[CH:8]=[C:9]([C:18]3[CH:19]=[N:20][N:21]([C:23]([O:25][C:26]([CH3:29])([CH3:28])[CH3:27])=[O:24])[CH:22]=3)[N:10]([C:11]([O:13][C:14]([CH3:17])([CH3:16])[CH3:15])=[O:12])[C:4]=2[CH:3]=1.[CH2:30]([O:32][C:33]1[CH:38]=[CH:37][CH:36]=[CH:35][C:34]=1[NH2:39])[CH3:31]. The yield is 0.330. No catalyst specified. The product is [C:26]([O:25][C:23]([N:21]1[CH:22]=[C:18]([C:9]2[N:10]([C:11]([O:13][C:14]([CH3:17])([CH3:16])[CH3:15])=[O:12])[C:4]3[CH:3]=[C:2]([NH:39][C:34]4[CH:35]=[CH:36][CH:37]=[CH:38][C:33]=4[O:32][CH2:30][CH3:31])[N:7]=[CH:6][C:5]=3[CH:8]=2)[CH:19]=[N:20]1)=[O:24])([CH3:27])([CH3:29])[CH3:28]. (6) The reactants are [CH2:1]([N:4]([CH2:25][CH:26]=[CH2:27])[S:5]([C:8]1[CH:9]=[N:10][CH:11]=[CH:12][C:13]=1[NH:14][S:15]([C:18]1[CH:23]=[CH:22][CH:21]=[C:20](Br)[CH:19]=1)(=[O:17])=[O:16])(=[O:7])=[O:6])[CH:2]=[CH2:3].[Cl:28][C:29]1[CH:30]=[C:31](B(O)O)[CH:32]=[N:33][C:34]=1[O:35][CH3:36].C(=O)([O-])[O-].[Cs+].[Cs+].COCCOC. The catalyst is Cl[Pd]Cl.C1(P(C2C=CC=CC=2)[C-]2C=CC=C2)C=CC=CC=1.[C-]1(P(C2C=CC=CC=2)C2C=CC=CC=2)C=CC=C1.[Fe+2].O. The product is [CH2:1]([N:4]([CH2:25][CH:26]=[CH2:27])[S:5]([C:8]1[CH:9]=[N:10][CH:11]=[CH:12][C:13]=1[NH:14][S:15]([C:18]1[CH:23]=[CH:22][CH:21]=[C:20]([C:31]2[CH:32]=[N:33][C:34]([O:35][CH3:36])=[C:29]([Cl:28])[CH:30]=2)[CH:19]=1)(=[O:17])=[O:16])(=[O:7])=[O:6])[CH:2]=[CH2:3]. The yield is 0.580. (7) The reactants are [F:1][C:2]1[CH:7]=[C:6]([F:8])[C:5]([F:9])=[CH:4][C:3]=1[N:10]=[C:11]=S.[NH:13]([C:15](=[O:37])[C:16]([NH:18][C:19]1[CH:36]=[CH:35][C:22]([O:23][C@H:24]2[CH2:29][CH2:28][C@H:27]([C:30]([O:32][CH2:33][CH3:34])=[O:31])[CH2:26][CH2:25]2)=[CH:21][CH:20]=1)=[O:17])[NH2:14].CCN=C=NCCCN(C)C. The catalyst is CC(N(C)C)=O. The product is [F:1][C:2]1[CH:7]=[C:6]([F:8])[C:5]([F:9])=[CH:4][C:3]=1[NH:10][C:11]1[O:37][C:15]([C:16]([NH:18][C:19]2[CH:36]=[CH:35][C:22]([O:23][C@H:24]3[CH2:25][CH2:26][C@H:27]([C:30]([O:32][CH2:33][CH3:34])=[O:31])[CH2:28][CH2:29]3)=[CH:21][CH:20]=2)=[O:17])=[N:13][N:14]=1. The yield is 0.690.